This data is from Full USPTO retrosynthesis dataset with 1.9M reactions from patents (1976-2016). The task is: Predict the reactants needed to synthesize the given product. (1) Given the product [Br:2][C:3]1[CH:8]=[CH:7][C:6]2[C:13]3[CH2:14][N:15]([C:18]([O:20][C:21]([CH3:24])([CH3:23])[CH3:22])=[O:19])[CH2:16][CH2:17][C:12]=3[O:9][C:5]=2[CH:4]=1, predict the reactants needed to synthesize it. The reactants are: Cl.[Br:2][C:3]1[CH:4]=[C:5]([O:9]N)[CH:6]=[CH:7][CH:8]=1.O=[C:12]1[CH2:17][CH2:16][N:15]([C:18]([O:20][C:21]([CH3:24])([CH3:23])[CH3:22])=[O:19])[CH2:14][CH2:13]1. (2) Given the product [Cl:27][C:24]1[CH:25]=[CH:26][C:21]([C:19]2[CH2:18][O:17][C:16](=[O:28])[N:15]([CH2:14][C:13]3[CH:29]=[C:30]4[C:10](=[CH:11][CH:12]=3)[N:9]([SH:6])[C:31](=[O:35])[CH:42]4[CH3:43])[N:20]=2)=[CH:22][CH:23]=1, predict the reactants needed to synthesize it. The reactants are: C(OC(=O)C[S:6]C)C.[NH2:9][C:10]1[CH:30]=[CH:29][C:13]([CH2:14][N:15]2[N:20]=[C:19]([C:21]3[CH:26]=[CH:25][C:24]([Cl:27])=[CH:23][CH:22]=3)[CH2:18][O:17][C:16]2=[O:28])=[CH:12][CH:11]=1.[C:31]([O:35]Cl)(C)(C)C.C(N([CH2:42][CH3:43])CC)C.Cl.